This data is from Forward reaction prediction with 1.9M reactions from USPTO patents (1976-2016). The task is: Predict the product of the given reaction. (1) Given the reactants [CH:1]1([CH2:7][C@H:8]([NH:14][C:15](=[O:21])[O:16][C:17]([CH3:20])([CH3:19])[CH3:18])[CH:9]([NH:12][CH3:13])[CH2:10][CH3:11])[CH2:6][CH2:5][CH2:4][CH2:3][CH2:2]1.[C:22]([O:31]N1C(=O)CCC1=O)([O:24][CH2:25][CH2:26][Si:27]([CH3:30])([CH3:29])[CH3:28])=O, predict the reaction product. The product is: [CH:1]1([CH2:7][C@H:8]([NH:14][C:15](=[O:21])[O:16][C:17]([CH3:20])([CH3:19])[CH3:18])[CH:9]([N:12]([CH3:13])[C:22]([O:24][CH2:25][CH2:26][Si:27]([CH3:28])([CH3:29])[CH3:30])=[O:31])[CH2:10][CH3:11])[CH2:2][CH2:3][CH2:4][CH2:5][CH2:6]1. (2) Given the reactants [Si]([O:8][C@@H:9]1[C@@H:14]([CH3:15])[CH2:13][N:12]([C:16]2[CH:21]=[CH:20][N:19]=[CH:18][C:17]=2[NH:22][C:23]([C:25]2[CH:34]=[CH:33][C:32]3[C:27](=[CH:28][C:29]([N:35]4[CH2:39][CH2:38][CH:37]([C:40]([F:43])([F:42])[F:41])[CH2:36]4)=[CH:30][CH:31]=3)[N:26]=2)=[O:24])[CH2:11][C@H:10]1[NH:44]C(=O)OC(C)(C)C)(C(C)(C)C)(C)C.O1CCOCC1, predict the reaction product. The product is: [NH2:44][C@H:10]1[C@H:9]([OH:8])[C@@H:14]([CH3:15])[CH2:13][N:12]([C:16]2[CH:21]=[CH:20][N:19]=[CH:18][C:17]=2[NH:22][C:23]([C:25]2[CH:34]=[CH:33][C:32]3[C:27](=[CH:28][C:29]([N:35]4[CH2:39][CH2:38][CH:37]([C:40]([F:43])([F:42])[F:41])[CH2:36]4)=[CH:30][CH:31]=3)[N:26]=2)=[O:24])[CH2:11]1. (3) Given the reactants [Br:1][C:2]1[CH:8]=[CH:7][C:5]([NH2:6])=[CH:4][C:3]=1[O:9][CH2:10][CH2:11][N:12]1[CH2:17][CH2:16][CH2:15][CH2:14][CH2:13]1.Br[CH2:19][CH2:20][CH2:21][CH2:22]Br.C(N(C(C)C)CC)(C)C.C1(C)C=CC=CC=1, predict the reaction product. The product is: [Br:1][C:2]1[CH:8]=[CH:7][C:5]([N:6]2[CH2:22][CH2:21][CH2:20][CH2:19]2)=[CH:4][C:3]=1[O:9][CH2:10][CH2:11][N:12]1[CH2:17][CH2:16][CH2:15][CH2:14][CH2:13]1.